From a dataset of Peptide-MHC class I binding affinity with 185,985 pairs from IEDB/IMGT. Regression. Given a peptide amino acid sequence and an MHC pseudo amino acid sequence, predict their binding affinity value. This is MHC class I binding data. (1) The peptide sequence is CSSLTEEFYH. The MHC is HLA-A31:01 with pseudo-sequence HLA-A31:01. The binding affinity (normalized) is 0.250. (2) The MHC is HLA-B15:01 with pseudo-sequence HLA-B15:01. The binding affinity (normalized) is 0.0847. The peptide sequence is LELAEITAE. (3) The binding affinity (normalized) is 0. The MHC is HLA-A03:01 with pseudo-sequence HLA-A03:01. The peptide sequence is FLRGRAYGL. (4) The peptide sequence is YLPDPTVGV. The MHC is HLA-C08:02 with pseudo-sequence HLA-C08:02. The binding affinity (normalized) is 0.0847. (5) The peptide sequence is DMYDQQLSV. The MHC is HLA-B40:01 with pseudo-sequence HLA-B40:01. The binding affinity (normalized) is 0.0847. (6) The peptide sequence is ELAAHQKKI. The MHC is HLA-A02:01 with pseudo-sequence HLA-A02:01. The binding affinity (normalized) is 0. (7) The peptide sequence is YWMGGTTYF. The MHC is HLA-A30:01 with pseudo-sequence HLA-A30:01. The binding affinity (normalized) is 0.0847. (8) The peptide sequence is ATNNVFRLK. The MHC is HLA-A31:01 with pseudo-sequence HLA-A31:01. The binding affinity (normalized) is 0.913. (9) The peptide sequence is VISVIFYFI. The MHC is HLA-A02:03 with pseudo-sequence HLA-A02:03. The binding affinity (normalized) is 0.391. (10) The peptide sequence is RTGDIGCFK. The MHC is HLA-A69:01 with pseudo-sequence HLA-A69:01. The binding affinity (normalized) is 0.0847.